From a dataset of Forward reaction prediction with 1.9M reactions from USPTO patents (1976-2016). Predict the product of the given reaction. (1) Given the reactants [Cl:1][C:2]1[CH:27]=[N:26][C:5]2[N:6]=[C:7]([N:13]3[CH2:18][CH2:17][N:16](C(OC(C)(C)C)=O)[CH2:15][CH2:14]3)[C:8]3[N:9]([CH:10]=[N:11][N:12]=3)[C:4]=2[CH:3]=1.C(O)(C(F)(F)F)=O, predict the reaction product. The product is: [Cl:1][C:2]1[CH:27]=[N:26][C:5]2[N:6]=[C:7]([N:13]3[CH2:18][CH2:17][NH:16][CH2:15][CH2:14]3)[C:8]3[N:9]([CH:10]=[N:11][N:12]=3)[C:4]=2[CH:3]=1. (2) Given the reactants [NH:1]1[CH2:6][CH2:5][CH:4]([CH2:7][NH:8][C:9]([C:11]2[C:15]3[N:16]=[CH:17][N:18]=[C:19]([C:20]4[C:28]5[O:27][CH2:26][O:25][C:24]=5[CH:23]=[CH:22][C:21]=4[O:29][CH2:30][CH:31]4[CH2:33][CH2:32]4)[C:14]=3[NH:13][CH:12]=2)=[O:10])[CH2:3][CH2:2]1.Cl[C:35]([O:37][CH2:38][CH3:39])=[O:36], predict the reaction product. The product is: [CH2:38]([O:37][C:35]([N:1]1[CH2:2][CH2:3][CH:4]([CH2:7][NH:8][C:9]([C:11]2[C:15]3[N:16]=[CH:17][N:18]=[C:19]([C:20]4[C:28]5[O:27][CH2:26][O:25][C:24]=5[CH:23]=[CH:22][C:21]=4[O:29][CH2:30][CH:31]4[CH2:32][CH2:33]4)[C:14]=3[NH:13][CH:12]=2)=[O:10])[CH2:5][CH2:6]1)=[O:36])[CH3:39]. (3) The product is: [CH2:1]([O:8][N:9]1[C:15](=[O:16])[N:14]2[CH2:17][C@H:10]1[CH2:11][CH2:12][C@H:13]2[C:18]([NH:35][O:34][C@H:31]1[CH2:32][CH2:33][C@H:29]([CH2:28][NH:27][C:26](=[O:36])[O:25][C:21]([CH3:23])([CH3:22])[CH3:24])[CH2:30]1)=[O:20])[C:2]1[CH:3]=[CH:4][CH:5]=[CH:6][CH:7]=1. Given the reactants [CH2:1]([O:8][N:9]1[C:15](=[O:16])[N:14]2[CH2:17][C@H:10]1[CH2:11][CH2:12][C@H:13]2[C:18]([OH:20])=O)[C:2]1[CH:7]=[CH:6][CH:5]=[CH:4][CH:3]=1.[C:21]([O:25][C:26](=[O:36])[NH:27][CH2:28][C@H:29]1[CH2:33][CH2:32][C@H:31]([O:34][NH2:35])[CH2:30]1)([CH3:24])([CH3:23])[CH3:22].ON1C2C=CC=CC=2N=N1.Cl.C(N=C=NCCCN(C)C)C, predict the reaction product. (4) Given the reactants CCCCCCCCCCCC.I[C:14]1[N:15]=[CH:16][C:17]2[C:22]([CH:23]=1)=[CH:21][CH:20]=[CH:19][CH:18]=2.[C@@H]1(N)CCCC[C@H]1N.[CH3:32][O:33][C:34]([C:36]1[C:44]2[C:39](=[CH:40][CH:41]=[CH:42][CH:43]=2)[NH:38][CH:37]=1)=[O:35].P([O-])([O-])([O-])=O.[K+].[K+].[K+], predict the reaction product. The product is: [CH3:32][O:33][C:34]([C:36]1[C:44]2[C:39](=[CH:40][CH:41]=[CH:42][CH:43]=2)[N:38]([C:14]2[N:15]=[CH:16][C:17]3[C:22]([CH:23]=2)=[CH:21][CH:20]=[CH:19][CH:18]=3)[CH:37]=1)=[O:35]. (5) Given the reactants C(Cl)(=O)C(Cl)=O.[C:7]([C:11]1[CH:16]=[CH:15][C:14]([S:17]([NH:20][CH2:21][C:22]2[CH:30]=[CH:29][C:25]([C:26]([OH:28])=O)=[CH:24][CH:23]=2)(=[O:19])=[O:18])=[CH:13][CH:12]=1)([CH3:10])([CH3:9])[CH3:8].[CH3:31][O:32][C:33]1[CH:38]=[CH:37][N:36]=[CH:35][C:34]=1[N+:39]([O-])=O, predict the reaction product. The product is: [C:7]([C:11]1[CH:16]=[CH:15][C:14]([S:17]([NH:20][CH2:21][C:22]2[CH:30]=[CH:29][C:25]([C:26]([NH:39][C:34]3[CH:35]=[N:36][CH:37]=[CH:38][C:33]=3[O:32][CH3:31])=[O:28])=[CH:24][CH:23]=2)(=[O:18])=[O:19])=[CH:13][CH:12]=1)([CH3:10])([CH3:9])[CH3:8]. (6) Given the reactants [C:1]([OH:5])(=O)[CH:2]=[CH2:3].N1C=[CH:10][CH:9]=[CH:8][CH:7]=1.Cl.[CH3:13][N:14]([CH3:23])[CH2:15][CH2:16][CH2:17][N:18]=[C:19]=[N:20]CC.CCOC(C)=O.C(Cl)Cl.CC([N:36](C)C)=O, predict the reaction product. The product is: [CH3:23][N:14]([C:15]1[C:16]2[C:17](=[CH:7][CH:8]=[C:9]([C:2](=[CH2:3])[C:1]([NH2:36])=[O:5])[CH:10]=2)[N:18]=[CH:19][N:20]=1)[CH3:13].